This data is from Full USPTO retrosynthesis dataset with 1.9M reactions from patents (1976-2016). The task is: Predict the reactants needed to synthesize the given product. Given the product [Cl:1][C:2]1[CH:7]=[CH:6][C:5]([C:8]([F:13])([F:12])[C:9]([NH:21][CH2:22][C:23]2[CH:24]=[C:25]3[C:29](=[CH:30][CH:31]=2)[C:28](=[O:32])[N:27]([CH:33]2[CH2:38][CH2:37][C:36](=[O:39])[NH:35][C:34]2=[O:40])[CH2:26]3)=[O:11])=[C:4]([CH3:14])[CH:3]=1, predict the reactants needed to synthesize it. The reactants are: [Cl:1][C:2]1[CH:7]=[CH:6][C:5]([C:8]([F:13])([F:12])[C:9]([OH:11])=O)=[C:4]([CH3:14])[CH:3]=1.P(Cl)(Cl)(Cl)=O.Cl.[NH2:21][CH2:22][C:23]1[CH:24]=[C:25]2[C:29](=[CH:30][CH:31]=1)[C:28](=[O:32])[N:27]([CH:33]1[CH2:38][CH2:37][C:36](=[O:39])[NH:35][C:34]1=[O:40])[CH2:26]2.C(=O)(O)[O-].[Na+].